Task: Predict the reactants needed to synthesize the given product.. Dataset: Full USPTO retrosynthesis dataset with 1.9M reactions from patents (1976-2016) (1) Given the product [Cl:1][C:2]1[CH:18]=[CH:17][C:5]2[CH2:6][CH2:7][N:8]([C:11](=[O:16])[C:12]([F:14])([F:15])[F:13])[CH2:9][CH2:10][C:4]=2[C:3]=1[NH:39][CH2:38][C:37]1[CH:36]=[CH:35][C:34]([C:32]2[N:33]=[C:29]([NH:28][CH3:27])[S:30][CH:31]=2)=[CH:41][CH:40]=1, predict the reactants needed to synthesize it. The reactants are: [Cl:1][C:2]1[CH:18]=[CH:17][C:5]2[CH2:6][CH2:7][N:8]([C:11](=[O:16])[C:12]([F:15])([F:14])[F:13])[CH2:9][CH2:10][C:4]=2[C:3]=1OS(C(F)(F)F)(=O)=O.[CH3:27][NH:28][C:29]1[S:30][CH:31]=[C:32]([C:34]2[CH:41]=[CH:40][C:37]([CH2:38][NH2:39])=[CH:36][CH:35]=2)[N:33]=1. (2) Given the product [NH2:13][C:11]1[N:12]=[C:7]([N:1]2[CH2:6][CH2:5][N:4]([C:30](=[O:31])[C:29]([O:28][C:27]3[CH:35]=[CH:36][C:24]([Cl:23])=[CH:25][CH:26]=3)([CH3:34])[CH3:33])[CH2:3][CH2:2]2)[C:8]2[N:16]=[C:15]([C:17]3[CH:18]=[N:19][CH:20]=[CH:21][CH:22]=3)[S:14][C:9]=2[N:10]=1, predict the reactants needed to synthesize it. The reactants are: [N:1]1([C:7]2[C:8]3[N:16]=[C:15]([C:17]4[CH:18]=[N:19][CH:20]=[CH:21][CH:22]=4)[S:14][C:9]=3[N:10]=[C:11]([NH2:13])[N:12]=2)[CH2:6][CH2:5][NH:4][CH2:3][CH2:2]1.[Cl:23][C:24]1[CH:36]=[CH:35][C:27]([O:28][C:29]([CH3:34])([CH3:33])[C:30](O)=[O:31])=[CH:26][CH:25]=1. (3) Given the product [S:2]([OH:5])([OH:4])(=[O:3])=[O:1].[Cl:6][C:7]1[CH:12]=[C:11]([Cl:13])[C:10]([F:14])=[CH:9][C:8]=1[C:15]1[O:16][C:17]2[C:22]([C:23](=[O:25])[CH:24]=1)=[C:21]([OH:26])[CH:20]=[C:19]([OH:27])[C:18]=2[C@@H:28]1[CH2:32][CH2:31][N:30]([CH3:33])[C@H:29]1[CH2:34][OH:35], predict the reactants needed to synthesize it. The reactants are: [OH:1][S:2]([OH:5])(=[O:4])=[O:3].[Cl:6][C:7]1[CH:12]=[C:11]([Cl:13])[C:10]([F:14])=[CH:9][C:8]=1[C:15]1[O:16][C:17]2[C:22]([C:23](=[O:25])[CH:24]=1)=[C:21]([OH:26])[CH:20]=[C:19]([OH:27])[C:18]=2[C@@H:28]1[CH2:32][CH2:31][N:30]([CH3:33])[C@H:29]1[CH2:34][OH:35]. (4) Given the product [NH2:31][C:32]1[N:18]([C@@H:19]2[CH2:24][CH2:23][C@H:22]([C:25]([NH:27][CH:28]([CH3:30])[CH3:29])=[O:26])[CH2:21][CH2:20]2)[C:3]2[CH:4]=[C:5]([O:8][CH2:9][C:10]3[CH:11]=[CH:12][C:13]([O:16][CH3:17])=[CH:14][CH:15]=3)[CH:6]=[CH:7][C:2]=2[N:1]=1, predict the reactants needed to synthesize it. The reactants are: [NH2:1][C:2]1[CH:7]=[CH:6][C:5]([O:8][CH2:9][C:10]2[CH:15]=[CH:14][C:13]([O:16][CH3:17])=[CH:12][CH:11]=2)=[CH:4][C:3]=1[NH:18][C@@H:19]1[CH2:24][CH2:23][C@H:22]([C:25]([NH:27][CH:28]([CH3:30])[CH3:29])=[O:26])[CH2:21][CH2:20]1.[N:31]#[C:32]Br. (5) Given the product [NH:1]1[C:9]2[C:4](=[CH:5][CH:6]=[CH:7][CH:8]=2)[CH:3]=[C:2]1[C:10]([N:36]1[CH2:37][CH2:38][N:33]([CH2:25][CH2:26][CH2:27][CH2:28][CH2:29][CH2:30][CH2:31][CH3:32])[CH2:34][CH2:35]1)=[O:12], predict the reactants needed to synthesize it. The reactants are: [NH:1]1[C:9]2[C:4](=[CH:5][CH:6]=[CH:7][CH:8]=2)[CH:3]=[C:2]1[C:10]([OH:12])=O.C(N1C=CN=C1)(N1C=CN=C1)=O.[CH2:25]([N:33]1[CH2:38][CH2:37][NH:36][CH2:35][CH2:34]1)[CH2:26][CH2:27][CH2:28][CH2:29][CH2:30][CH2:31][CH3:32]. (6) Given the product [Cl:21][C:19]1[CH:20]=[C:15]([NH:13][C:10]2[N:11]=[N:12][C:7]([C:4]3[CH:3]=[CH:2][N:1]=[CH:6][CH:5]=3)=[CH:8][CH:9]=2)[C:16](=[O:22])[NH:17][N:18]=1, predict the reactants needed to synthesize it. The reactants are: [N:1]1[CH:6]=[CH:5][C:4]([C:7]2[N:12]=[N:11][C:10]([NH2:13])=[CH:9][CH:8]=2)=[CH:3][CH:2]=1.Br[C:15]1[C:16](=[O:22])[NH:17][N:18]=[C:19]([Cl:21])[CH:20]=1.C(=O)([O-])[O-].[Cs+].[Cs+].CC1(C)C2C(=C(P(C3C=CC=CC=3)C3C=CC=CC=3)C=CC=2)OC2C(P(C3C=CC=CC=3)C3C=CC=CC=3)=CC=CC1=2. (7) Given the product [C:22](=[O:23])([O:24][CH3:25])[O:8][C:5]1[CH:6]=[CH:7][C:2]([Br:1])=[CH:3][C:4]=1[CH:9]1[CH2:13][CH2:12][CH2:11][CH2:10]1, predict the reactants needed to synthesize it. The reactants are: [Br:1][C:2]1[CH:7]=[CH:6][C:5]([OH:8])=[C:4]([CH:9]2[CH2:13][CH2:12][CH2:11][CH2:10]2)[CH:3]=1.C(N(CC)CC)C.Cl[C:22]([O:24][CH3:25])=[O:23]. (8) Given the product [Br:1][C:2]1[CH:3]=[C:4]([CH:8]=[CH:9][C:10]=1[CH3:11])[C:5]([NH2:19])=[O:6], predict the reactants needed to synthesize it. The reactants are: [Br:1][C:2]1[CH:3]=[C:4]([CH:8]=[CH:9][C:10]=1[CH3:11])[C:5](O)=[O:6].C(Cl)(=O)C(Cl)=O.C[N:19](C=O)C.[NH4+].[OH-]. (9) Given the product [NH2:2][C@H:3]1[CH2:12][C:11]2[CH:10]=[C:9]([O:13][C:15]3[CH:24]=[CH:23][N:22]=[C:21]4[C:16]=3[CH2:17][CH2:18][C:19](=[O:25])[NH:20]4)[CH:8]=[CH:7][C:6]=2[CH2:5][CH2:4]1, predict the reactants needed to synthesize it. The reactants are: Br.[NH2:2][C@H:3]1[CH2:12][C:11]2[CH:10]=[C:9]([OH:13])[CH:8]=[CH:7][C:6]=2[CH2:5][CH2:4]1.F[C:15]1[CH:24]=[CH:23][N:22]=[C:21]2[C:16]=1[CH2:17][CH2:18][C:19](=[O:25])[NH:20]2.C(=O)([O-])[O-].[Cs+].[Cs+].Cl.[Na+].[Cl-]. (10) Given the product [NH2:10][CH2:11][C@@H:12]1[CH2:16][CH2:15][N:14]([C:17]2[C:26]3[C:21](=[CH:22][C:23]([CH3:27])=[CH:24][CH:25]=3)[N:20]=[C:19]([C:28]3[CH:33]=[CH:32][CH:31]=[CH:30][C:29]=3[OH:34])[N:18]=2)[CH2:13]1, predict the reactants needed to synthesize it. The reactants are: C(OC(=O)[NH:10][CH2:11][C@@H:12]1[CH2:16][CH2:15][N:14]([C:17]2[C:26]3[C:21](=[CH:22][C:23]([CH3:27])=[CH:24][CH:25]=3)[N:20]=[C:19]([C:28]3[CH:33]=[CH:32][CH:31]=[CH:30][C:29]=3[OH:34])[N:18]=2)[CH2:13]1)C1C=CC=CC=1.